This data is from Catalyst prediction with 721,799 reactions and 888 catalyst types from USPTO. The task is: Predict which catalyst facilitates the given reaction. Reactant: [H-].[Na+].[OH:3][CH2:4][C@H:5]1[CH2:9][CH2:8][CH2:7][N:6]1[C:10]([C:12]1[S:20][C:19]2[C:14](=[N:15][CH:16]=[CH:17][C:18]=2[Cl:21])[CH:13]=1)=[O:11].[CH2:22](I)[CH3:23]. Product: [Cl:21][C:18]1[CH:17]=[CH:16][N:15]=[C:14]2[CH:13]=[C:12]([C:10]([N:6]3[CH2:7][CH2:8][CH2:9][C@@H:5]3[CH2:4][O:3][CH2:22][CH3:23])=[O:11])[S:20][C:19]=12. The catalyst class is: 3.